From a dataset of Catalyst prediction with 721,799 reactions and 888 catalyst types from USPTO. Predict which catalyst facilitates the given reaction. The catalyst class is: 13. Product: [CH3:25][O:26][C:27](=[O:33])[C@H:28]([CH:30]([CH3:32])[CH3:31])[NH:29][CH2:2][C:3]1[CH:8]=[CH:7][C:6]([C:9]2[CH:14]=[CH:13][CH:12]=[CH:11][C:10]=2[C:15]#[N:16])=[CH:5][CH:4]=1. Reactant: Br[CH2:2][C:3]1[CH:8]=[CH:7][C:6]([C:9]2[CH:14]=[CH:13][CH:12]=[CH:11][C:10]=2[C:15]#[N:16])=[CH:5][CH:4]=1.C(=O)([O-])[O-].[K+].[K+].O.Cl.[CH3:25][O:26][C:27](=[O:33])[C@H:28]([CH:30]([CH3:32])[CH3:31])[NH2:29].